Task: Predict the product of the given reaction.. Dataset: Forward reaction prediction with 1.9M reactions from USPTO patents (1976-2016) (1) Given the reactants Cl.[F:2][C:3]([F:7])([CH3:6])[CH2:4][NH2:5].[C:8](N1C=CN=C1)([N:10]1[CH:14]=[CH:13][N:12]=[CH:11]1)=[O:9], predict the reaction product. The product is: [F:2][C:3]([F:7])([CH3:6])[CH2:4][NH:5][C:8]([N:10]1[CH:14]=[CH:13][N:12]=[CH:11]1)=[O:9]. (2) Given the reactants [C:1]([O:11][CH:12]([CH3:14])[CH3:13])(=[O:10])/[CH:2]=[CH:3]/[C:4]([O:6][CH:7]([CH3:9])[CH3:8])=[O:5].[C:15]([O:22][CH2:23][CH3:24])(=[O:21])/[CH:16]=[CH:17]/[C:18]([O-:20])=[O:19].CCCCCC, predict the reaction product. The product is: [C:4]([O:6][CH:7]([CH3:9])[CH3:8])(=[O:5])/[CH:3]=[CH:2]/[C:1]([O:11][CH:12]([CH3:14])[CH3:13])=[O:10].[C:15]([O:22][CH2:23][CH3:24])(=[O:21])/[CH:16]=[CH:17]/[C:18]([O-:20])=[O:19]. (3) Given the reactants [CH:1]([C:4]1[CH:9]=[CH:8][C:7]([CH:10]2[C:14]3[C:15]([CH3:29])=[C:16]([NH:21][C:22](=[O:28])[C:23](OCC)=[O:24])[C:17]([CH3:20])=[C:18]([CH3:19])[C:13]=3[O:12][CH2:11]2)=[CH:6][CH:5]=1)([CH3:3])[CH3:2].[C:30]([Mg]Cl)([CH3:33])([CH3:32])[CH3:31], predict the reaction product. The product is: [CH:1]([C:4]1[CH:5]=[CH:6][C:7]([CH:10]2[C:14]3[C:15]([CH3:29])=[C:16]([NH:21][C:22](=[O:28])[C:23](=[O:24])[C:30]([CH3:33])([CH3:32])[CH3:31])[C:17]([CH3:20])=[C:18]([CH3:19])[C:13]=3[O:12][CH2:11]2)=[CH:8][CH:9]=1)([CH3:2])[CH3:3]. (4) Given the reactants [OH-].[Na+].Cl[CH2:4][C@H:5]([OH:15])[CH2:6][C:7]1[CH:12]=[CH:11][CH:10]=[CH:9][C:8]=1[O:13][CH3:14].S(O)(O)(=O)=O.[NH2:21][CH2:22][CH3:23].C1(C)C=CC=CC=1, predict the reaction product. The product is: [CH3:14][O:13][C:8]1[CH:9]=[CH:10][CH:11]=[CH:12][C:7]=1[CH2:6][C@H:5]1[O:15][CH2:23][CH2:22][NH:21][CH2:4]1. (5) Given the reactants [Cl:1]C1C2C(=O)N[C@H]3CN(C(OC(C)(C)C)=O)C[C@@H]3C=2C(CC)=CC=1.[Cl:25][C:26]1[C:35]2[C:34](=[O:36])[NH:33][C@@H:32]3[CH2:37][N:38](C(OC(C)(C)C)=O)[CH2:39][C@H:31]3[C:30]=2[C:29]([CH2:47][CH3:48])=[CH:28][CH:27]=1, predict the reaction product. The product is: [ClH:1].[Cl:25][C:26]1[C:35]2[C:34](=[O:36])[NH:33][C@H:32]3[CH2:37][NH:38][CH2:39][C@@H:31]3[C:30]=2[C:29]([CH2:47][CH3:48])=[CH:28][CH:27]=1.